From a dataset of M1 muscarinic receptor antagonist screen with 61,756 compounds. Binary Classification. Given a drug SMILES string, predict its activity (active/inactive) in a high-throughput screening assay against a specified biological target. (1) The molecule is O(CC(C)C)c1ccc(C(=O)NC(CC(C)C)C(O)=O)cc1. The result is 0 (inactive). (2) The compound is OC1N(CCC)C(=O)c2c1ccc(c2)C(O)=O. The result is 0 (inactive).